The task is: Predict the product of the given reaction.. This data is from Forward reaction prediction with 1.9M reactions from USPTO patents (1976-2016). (1) Given the reactants [CH:1]([CH:3]=O)=[O:2].[NH2:5][CH:6]1[CH2:11][CH2:10][N:9]([C:12]([O:14][C:15]([CH3:18])([CH3:17])[CH3:16])=[O:13])[CH2:8][CH2:7]1.CC1C=CC(S([CH:29]([N+:36]#[C-:37])[C:30]2[CH:35]=[CH:34][CH:33]=[CH:32][CH:31]=2)(=O)=O)=CC=1.C(=O)([O-])[O-].[K+].[K+], predict the reaction product. The product is: [CH:1]([C:3]1[N:5]([CH:6]2[CH2:7][CH2:8][N:9]([C:12]([O:14][C:15]([CH3:18])([CH3:17])[CH3:16])=[O:13])[CH2:10][CH2:11]2)[CH:37]=[N:36][C:29]=1[C:30]1[CH:35]=[CH:34][CH:33]=[CH:32][CH:31]=1)=[O:2]. (2) The product is: [Cl:17][C:18]1[CH:24]=[C:23]([Cl:25])[C:22]([O:26][CH3:27])=[CH:21][C:19]=1[NH:20][C:2]1[CH:11]=[CH:10][N:9]=[C:8]2[C:3]=1[C:4]1[CH:16]=[CH:15][CH:14]=[CH:13][C:5]=1[C:6](=[O:12])[NH:7]2. Given the reactants Cl[C:2]1[CH:11]=[CH:10][N:9]=[C:8]2[C:3]=1[C:4]1[CH:16]=[CH:15][CH:14]=[CH:13][C:5]=1[C:6](=[O:12])[NH:7]2.[Cl:17][C:18]1[CH:24]=[C:23]([Cl:25])[C:22]([O:26][CH3:27])=[CH:21][C:19]=1[NH2:20], predict the reaction product. (3) Given the reactants Br[CH2:2][C:3]1[NH:4][C:5]2[N:6]([N:12]=[CH:13][C:14]=2[C:15]#[N:16])[C:7](=[O:11])[C:8]=1[CH2:9][CH3:10].C[CH2:18][N:19](CC)CC.Cl.CN, predict the reaction product. The product is: [CH2:9]([C:8]1[C:7](=[O:11])[N:6]2[N:12]=[CH:13][C:14]([C:15]#[N:16])=[C:5]2[NH:4][C:3]=1[CH2:2][NH:19][CH3:18])[CH3:10]. (4) Given the reactants [C:1]([O:5][C:6]([N:8](C1CCCCC1)CC(O)=O)=[O:7])([CH3:4])([CH3:3])[CH3:2].B.[CH2:20]1[CH2:24][O:23][CH2:22][CH2:21]1, predict the reaction product. The product is: [CH:20]1([CH:21]([NH:8][C:6](=[O:7])[O:5][C:1]([CH3:2])([CH3:4])[CH3:3])[CH2:22][OH:23])[CH2:24][CH2:22][CH2:21][CH2:20][CH2:24]1.